This data is from Forward reaction prediction with 1.9M reactions from USPTO patents (1976-2016). The task is: Predict the product of the given reaction. Given the reactants Br[C:2]1[CH:9]=[C:6]([CH:7]=[O:8])[C:5]([OH:10])=[CH:4][CH:3]=1.[CH3:11][O:12][C:13]1[CH:14]=[C:15](B(O)O)[CH:16]=[CH:17][CH:18]=1.COCCOC.C(=O)([O-])[O-].[Na+].[Na+], predict the reaction product. The product is: [OH:10][C:5]1[CH:4]=[CH:3][C:2]([C:17]2[CH:16]=[CH:15][CH:14]=[C:13]([O:12][CH3:11])[CH:18]=2)=[CH:9][C:6]=1[CH:7]=[O:8].